Task: Predict the reactants needed to synthesize the given product.. Dataset: Full USPTO retrosynthesis dataset with 1.9M reactions from patents (1976-2016) (1) Given the product [F:17][CH:13]([F:18])[O:11][C:3]1[CH:4]=[CH:5][CH:6]=[C:7]2[C:2]=1[CH2:1][CH2:20][NH:8]2, predict the reactants needed to synthesize it. The reactants are: [CH3:1][C:2]1[C:7]([N+:8]([O-])=O)=[CH:6][CH:5]=[CH:4][C:3]=1[OH:11].Cl[C:13]([F:18])([F:17])C([O-])=O.[Na+].[C:20](=O)([O-])[O-].[K+].[K+].C(OCC)(=O)C. (2) The reactants are: [Cl:1][C:2]1[N:11]=[C:10](Cl)[C:9]2[C:4](=[CH:5][CH:6]=[CH:7][CH:8]=2)[N:3]=1.[CH3:13][O:14][C:15]1[CH:23]=[CH:22][CH:21]=[CH:20][C:16]=1[CH2:17][NH:18][CH3:19].C([O-])(O)=O.[Na+]. Given the product [Cl:1][C:2]1[N:11]=[C:10]([N:18]([CH2:17][C:16]2[CH:20]=[CH:21][CH:22]=[CH:23][C:15]=2[O:14][CH3:13])[CH3:19])[C:9]2[C:4](=[CH:5][CH:6]=[CH:7][CH:8]=2)[N:3]=1, predict the reactants needed to synthesize it. (3) Given the product [F:10][C:9]([F:12])([F:11])[C:5]1[CH:4]=[C:3]([CH:23]([OH:24])[CH2:22][C:15]2[C:16]([CH3:20])([CH3:21])[CH2:17][CH2:18][CH2:19][C:14]=2[CH3:13])[CH:8]=[CH:7][CH:6]=1, predict the reactants needed to synthesize it. The reactants are: [Mg].Br[C:3]1[CH:8]=[CH:7][CH:6]=[C:5]([C:9]([F:12])([F:11])[F:10])[CH:4]=1.[CH3:13][C:14]1[CH2:19][CH2:18][CH2:17][C:16]([CH3:21])([CH3:20])[C:15]=1[CH2:22][CH:23]=[O:24]. (4) The reactants are: C([O:9][C@@H:10]1[C@@H:18]([CH2:19]O)[O:17][C@H:16]2[C@H:12]([N:13]=[C:14]([N:21]3[CH2:24][CH2:23][CH2:22]3)[S:15]2)[C@H:11]1[O:25]C(=O)C1C=CC=CC=1)(=O)C1C=CC=CC=1.CCN(S(F)(F)[F:40])CC.CO.C([O-])([O-])=O.[K+].[K+]. Given the product [N:21]1([C:14]2[S:15][C@H:16]3[O:17][C@H:18]([CH2:19][F:40])[C@@H:10]([OH:9])[C@H:11]([OH:25])[C@H:12]3[N:13]=2)[CH2:24][CH2:23][CH2:22]1, predict the reactants needed to synthesize it. (5) Given the product [Br:1][C:2]1[C:3]([CH:10]=[O:11])=[N:4][C:5]([O:8][CH3:9])=[CH:6][CH:7]=1, predict the reactants needed to synthesize it. The reactants are: [Br:1][C:2]1[C:3]([CH2:10][OH:11])=[N:4][C:5]([O:8][CH3:9])=[CH:6][CH:7]=1. (6) Given the product [F:5][C:6]1[CH:11]=[CH:10][C:9]([C:12]([F:15])([F:14])[F:13])=[CH:8][C:7]=1[C:16]1([CH2:19][C:20](=[O:24])[C:21]([NH:25][C:26]2[CH:27]=[C:28]3[C:33](=[CH:34][CH:35]=2)[C:31](=[O:32])[O:30][CH2:29]3)=[O:22])[CH2:17][CH2:18]1, predict the reactants needed to synthesize it. The reactants are: S(Cl)(Cl)=O.[F:5][C:6]1[CH:11]=[CH:10][C:9]([C:12]([F:15])([F:14])[F:13])=[CH:8][C:7]=1[C:16]1([CH2:19][C:20](=[O:24])[C:21](O)=[O:22])[CH2:18][CH2:17]1.[NH2:25][C:26]1[CH:27]=[C:28]2[C:33](=[CH:34][CH:35]=1)[C:31](=[O:32])[O:30][CH2:29]2.Cl. (7) Given the product [F:41][C:27]1[CH:28]=[CH:29][C:30]([C:43]2[NH:44][CH:45]=[CH:46][N:47]=2)=[CH:31][C:26]=1[C@:20]12[CH2:22][O:23][C@H:24]([CH3:25])[C@H:19]1[CH2:18][S:17][C:16]([NH2:8])=[N:21]2, predict the reactants needed to synthesize it. The reactants are: C(OC([N:8]([C:16]1[S:17][CH2:18][C@@H:19]2[C@@H:24]([CH3:25])[O:23][CH2:22][C@:20]2([C:26]2[CH:31]=[C:30](B3OC(C)(C)C(C)(C)O3)[CH:29]=[CH:28][C:27]=2[F:41])[N:21]=1)C(OC(C)(C)C)=O)=O)(C)(C)C.I[C:43]1[N:44](COCC[Si](C)(C)C)[CH:45]=[CH:46][N:47]=1.C(=O)([O-])[O-].[Cs+].[Cs+].FC(F)(F)C(O)=O. (8) Given the product [Cl:1][C:2]1[CH:3]=[CH:4][C:5]([C:8]2[CH:9]=[C:10]([C:20]([NH:31][N:30]([C:27]3[N:26]=[N:25][C:24]([Cl:23])=[CH:29][CH:28]=3)[CH3:32])=[O:22])[CH:11]=[N:12][C:13]=2[O:14][CH2:15][C:16]([F:18])([F:19])[F:17])=[CH:6][CH:7]=1, predict the reactants needed to synthesize it. The reactants are: [Cl:1][C:2]1[CH:7]=[CH:6][C:5]([C:8]2[CH:9]=[C:10]([C:20]([OH:22])=O)[CH:11]=[N:12][C:13]=2[O:14][CH2:15][C:16]([F:19])([F:18])[F:17])=[CH:4][CH:3]=1.[Cl:23][C:24]1[N:25]=[N:26][C:27]([N:30]([CH3:32])[NH2:31])=[CH:28][CH:29]=1. (9) Given the product [C:9]([C:7]1[CH:8]=[C:3]([O:2][CH3:1])[CH:4]=[C:5]([C:12]#[N:14])[N:6]=1)#[N:11], predict the reactants needed to synthesize it. The reactants are: [CH3:1][O:2][C:3]1[CH:8]=[C:7]([C:9]([NH2:11])=O)[N:6]=[C:5]([C:12]([NH2:14])=O)[CH:4]=1.FC(F)(F)C(OC(=O)C(F)(F)F)=O.N1C=CC=CC=1.